This data is from Reaction yield outcomes from USPTO patents with 853,638 reactions. The task is: Predict the reaction yield, written as a fraction of the theoretical maximum amount of product (1.0 means a 100% yield; for example, 0.34 means a 34% yield). (1) The reactants are [OH:1][C:2]1[C:9]([OH:10])=[C:8]([F:11])[CH:7]=[CH:6][C:3]=1[CH:4]=[O:5].I[CH2:13][CH3:14].Cl. The catalyst is CS(C)=O. The product is [CH2:13]([O:10][C:9]1[C:2]([OH:1])=[C:3]([CH:6]=[CH:7][C:8]=1[F:11])[CH:4]=[O:5])[CH3:14]. The yield is 0.650. (2) The reactants are [C:1]([O:5][C:6]([NH:8][C:9]1[CH:14]=[CH:13][CH:12]=[CH:11][C:10]=1[NH:15][C:16](=[O:32])[C:17]1[CH:22]=[CH:21][C:20](B2OC(C)(C)C(C)(C)O2)=[CH:19][CH:18]=1)=[O:7])([CH3:4])([CH3:3])[CH3:2].Br[C:34]1[CH:39]=[CH:38][CH:37]=[CH:36][N:35]=1.C(=O)([O-])O.[Na+]. The catalyst is C1C=CC([P]([Pd]([P](C2C=CC=CC=2)(C2C=CC=CC=2)C2C=CC=CC=2)([P](C2C=CC=CC=2)(C2C=CC=CC=2)C2C=CC=CC=2)[P](C2C=CC=CC=2)(C2C=CC=CC=2)C2C=CC=CC=2)(C2C=CC=CC=2)C2C=CC=CC=2)=CC=1.COCCOC. The product is [C:1]([O:5][C:6]([NH:8][C:9]1[CH:14]=[CH:13][CH:12]=[CH:11][C:10]=1[NH:15][C:16](=[O:32])[C:17]1[CH:18]=[CH:19][C:20]([C:34]2[CH:39]=[CH:38][CH:37]=[CH:36][N:35]=2)=[CH:21][CH:22]=1)=[O:7])([CH3:4])([CH3:2])[CH3:3]. The yield is 0.740.